From a dataset of Full USPTO retrosynthesis dataset with 1.9M reactions from patents (1976-2016). Predict the reactants needed to synthesize the given product. (1) Given the product [Cl:79][C:68]1[C:69]([C:71]2[C:76]([CH3:77])=[CH:75][C:74]([CH3:78])=[CH:73][N:72]=2)=[CH:70][C:65]([N:58]2[CH2:59][CH2:60][C:61]3[N:62]=[C:54]([N:49]4[CH2:53][CH2:52][CH2:51][CH2:50]4)[S:55][C:56]=3[C:57]2=[O:63])=[N:66][CH:67]=1, predict the reactants needed to synthesize it. The reactants are: CC1(C)C2C(=C(P(C3C=CC=CC=3)C3C=CC=CC=3)C=CC=2)OC2C(P(C3C=CC=CC=3)C3C=CC=CC=3)=CC=CC1=2.C([O-])([O-])=O.[Cs+].[Cs+].[N:49]1([C:54]2[S:55][C:56]3[C:57](=[O:63])[NH:58][CH2:59][CH2:60][C:61]=3[N:62]=2)[CH2:53][CH2:52][CH2:51][CH2:50]1.Cl[C:65]1[CH:70]=[C:69]([C:71]2[C:76]([CH3:77])=[CH:75][C:74]([CH3:78])=[CH:73][N:72]=2)[C:68]([Cl:79])=[CH:67][N:66]=1. (2) Given the product [CH3:9][C:10]([OH:13])([CH2:11][CH3:12])[CH2:1][CH2:2][C:3]1[CH:8]=[CH:7][CH:6]=[CH:5][CH:4]=1, predict the reactants needed to synthesize it. The reactants are: [CH2:1]=[CH:2][C:3]1[CH:8]=[CH:7][CH:6]=[CH:5][CH:4]=1.[CH3:9][CH:10]([OH:13])[CH2:11][CH3:12]. (3) Given the product [Br:2][C:3]1[CH:8]=[CH:7][CH:6]=[C:5]2[C:4]=1[NH:9][C:11]([CH3:12])=[C:14]2[CH2:15][CH2:16][CH2:17][C:18]([O:20][CH2:31][CH3:32])=[O:19], predict the reactants needed to synthesize it. The reactants are: Cl.[Br:2][C:3]1[CH:8]=[CH:7][CH:6]=[CH:5][C:4]=1[NH:9]N.[C:11]([CH2:14][CH2:15][CH2:16][CH2:17][C:18]([OH:20])=[O:19])(=O)[CH3:12].S(=O)(=O)(O)O.C(=O)([O-])O.[Na+].[CH2:31](O)[CH3:32]. (4) The reactants are: [NH2:1][C:2]1[C:7]([O:8][CH2:9][CH:10]2[CH2:15][CH2:14][N:13]([C:16]([O:18][C:19]([CH3:22])([CH3:21])[CH3:20])=[O:17])[CH2:12][CH2:11]2)=[CH:6][C:5](B2OC(C)(C)C(C)(C)O2)=[CH:4][N:3]=1.Br[C:33]1[N:34]=[N:35][N:36]([CH3:38])[CH:37]=1.C([O-])([O-])=O.[Cs+].[Cs+]. Given the product [NH2:1][C:2]1[C:7]([O:8][CH2:9][CH:10]2[CH2:11][CH2:12][N:13]([C:16]([O:18][C:19]([CH3:22])([CH3:20])[CH3:21])=[O:17])[CH2:14][CH2:15]2)=[CH:6][C:5]([C:33]2[N:34]=[N:35][N:36]([CH3:38])[CH:37]=2)=[CH:4][N:3]=1, predict the reactants needed to synthesize it. (5) The reactants are: N#N.[C:3]([O:7][C:8]([NH:10][CH:11]([CH:15]([C:17]1[CH:22]=[CH:21][C:20]([O:23][CH3:24])=[CH:19][CH:18]=1)[CH3:16])[C:12](O)=O)=[O:9])([CH3:6])([CH3:5])[CH3:4].CCN(C(C)C)C(C)C.CN(C(ON1N=NC2C=CC=NC1=2)=[N+](C)C)C.F[P-](F)(F)(F)(F)F.[C:58]1([NH2:65])[C:59]([NH2:64])=[CH:60][CH:61]=[CH:62][CH:63]=1. Given the product [NH:64]1[C:59]2[CH:60]=[CH:61][CH:62]=[CH:63][C:58]=2[N:65]=[C:12]1[CH:11]([NH:10][C:8](=[O:9])[O:7][C:3]([CH3:6])([CH3:5])[CH3:4])[CH:15]([C:17]1[CH:22]=[CH:21][C:20]([O:23][CH3:24])=[CH:19][CH:18]=1)[CH3:16], predict the reactants needed to synthesize it. (6) Given the product [CH2:37]([O:36][C:34](=[O:35])[C:33]1[CH:39]=[CH:40][C:30]([NH:29][C:24]([C:17]2[CH:18]=[C:19]([C:20]([F:22])([F:23])[F:21])[C:14]3[O:13][CH2:12][N:11]([S:8]([C:6]4[CH:7]=[C:2]([Cl:1])[CH:3]=[CH:4][C:5]=4[O:27][CH3:28])(=[O:9])=[O:10])[C:15]=3[CH:16]=2)=[O:26])=[CH:31][CH:32]=1)[CH3:38], predict the reactants needed to synthesize it. The reactants are: [Cl:1][C:2]1[CH:3]=[CH:4][C:5]([O:27][CH3:28])=[C:6]([S:8]([N:11]2[C:15]3[CH:16]=[C:17]([C:24]([OH:26])=O)[CH:18]=[C:19]([C:20]([F:23])([F:22])[F:21])[C:14]=3[O:13][CH2:12]2)(=[O:10])=[O:9])[CH:7]=1.[NH2:29][C:30]1[CH:40]=[CH:39][C:33]([C:34]([O:36][CH2:37][CH3:38])=[O:35])=[CH:32][CH:31]=1. (7) The reactants are: [C:1]([C:3]1[CH:4]=[CH:5][C:6]([C:9]([N:11]([CH3:21])[C:12]2[CH:17]=[CH:16][N:15]3[N:18]=[CH:19][CH:20]=[C:14]3[CH:13]=2)=[O:10])=[N:7][CH:8]=1)#[N:2].C1C(=O)N([Br:29])C(=O)C1. Given the product [Br:29][C:20]1[CH:19]=[N:18][N:15]2[CH:16]=[CH:17][C:12]([N:11]([CH3:21])[C:9](=[O:10])[C:6]3[CH:5]=[CH:4][C:3]([C:1]#[N:2])=[CH:8][N:7]=3)=[CH:13][C:14]=12, predict the reactants needed to synthesize it. (8) Given the product [OH:27][CH2:28][CH2:29][N:30]1[CH2:35][CH2:34][N:33]([CH2:1][C:3]2[CH:4]=[C:5]3[C:9](=[CH:10][CH:11]=2)[NH:8][CH:7]=[CH:6]3)[CH2:32][CH2:31]1, predict the reactants needed to synthesize it. The reactants are: [CH:1]([C:3]1[CH:4]=[C:5]2[C:9](=[CH:10][CH:11]=1)[NH:8][CH:7]=[CH:6]2)=O.C(OC(OC(OC(C)(C)C)=O)=O)(C)(C)C.[OH:27][CH2:28][CH2:29][N:30]1[CH2:35][CH2:34][NH:33][CH2:32][CH2:31]1.C(O)(=O)C.C(O[BH-](OC(=O)C)OC(=O)C)(=O)C.[Na+].C(=O)([O-])[O-].[Na+].[Na+].